Task: Predict the reactants needed to synthesize the given product.. Dataset: Full USPTO retrosynthesis dataset with 1.9M reactions from patents (1976-2016) (1) Given the product [CH2:24]([N:1]1[CH2:6][CH2:5][CH:4]([CH2:7][CH2:8][C:9]([O:11][CH2:12][CH3:13])=[O:10])[CH2:3][CH2:2]1)[C:25]1[CH:30]=[CH:29][CH:28]=[CH:27][CH:26]=1, predict the reactants needed to synthesize it. The reactants are: [NH:1]1[CH2:6][CH2:5][CH:4]([CH2:7][CH2:8][C:9]([O:11][CH2:12][CH3:13])=[O:10])[CH2:3][CH2:2]1.C(#N)C.C(N(CC)CC)C.[CH2:24](Br)[C:25]1[CH:30]=[CH:29][CH:28]=[CH:27][CH:26]=1. (2) Given the product [CH3:15][N:16]([CH3:18])/[CH:17]=[CH:11]/[C:10]([C:7]1[CH:6]=[CH:5][C:4]([N+:1]([O-:3])=[O:2])=[CH:9][CH:8]=1)=[O:12], predict the reactants needed to synthesize it. The reactants are: [N+:1]([C:4]1[CH:9]=[CH:8][C:7]([C:10](=[O:12])[CH3:11])=[CH:6][CH:5]=1)([O-:3])=[O:2].CO[CH:15](OC)[N:16]([CH3:18])[CH3:17]. (3) Given the product [CH2:1]([C:3]1[C:7]2[C:8]([O:12][C:13]3[N:14]=[CH:15][C:16]([NH2:19])=[CH:17][CH:18]=3)=[CH:9][CH:10]=[CH:11][C:6]=2[O:5][N:4]=1)[CH3:2], predict the reactants needed to synthesize it. The reactants are: [CH2:1]([C:3]1[C:7]2[C:8]([O:12][C:13]3[CH:18]=[CH:17][C:16]([N+:19]([O-])=O)=[CH:15][N:14]=3)=[CH:9][CH:10]=[CH:11][C:6]=2[O:5][N:4]=1)[CH3:2].O.O.[Sn](Cl)Cl. (4) Given the product [C:19]12([C:29](=[O:42])[CH2:30][O:31][C:32]3[CH:33]=[CH:34][C:35]([CH2:38][C:39]([NH:43][C:44]4[CH:49]=[CH:48][CH:47]=[CH:46][CH:45]=4)=[O:40])=[CH:36][CH:37]=3)[CH2:20][CH:21]3[CH2:27][CH:25]([CH2:24][CH:23]([CH2:22]3)[CH2:28]1)[CH2:26]2, predict the reactants needed to synthesize it. The reactants are: CCN=C=NCCCN(C)C.CCN(CC)CC.[C:19]12([C:29](=[O:42])[CH2:30][O:31][C:32]3[CH:37]=[CH:36][C:35]([CH2:38][C:39](O)=[O:40])=[CH:34][CH:33]=3)[CH2:28][CH:23]3[CH2:24][CH:25]([CH2:27][CH:21]([CH2:22]3)[CH2:20]1)[CH2:26]2.[NH2:43][C:44]1[CH:49]=[CH:48][CH:47]=[CH:46][CH:45]=1. (5) Given the product [CH:34]1[N:35]=[C:36]([NH2:37])[C:31]2[N:30]=[CH:29][N:28]([C@@H:26]3[O:27][C@H:23]([CH2:22][O:21][P:18]([O:17][P:14]([O:13][CH2:12][C@H:10]4[O:11][C@@H:7]([N:5]5[CH:4]=[C:3]([C:42]([NH2:44])=[O:43])[CH2:2][CH:1]=[CH:6]5)[C@H:8]([OH:41])[C@@H:9]4[OH:40])([OH:16])=[O:15])([OH:20])=[O:19])[C@@H:24]([OH:39])[C@H:25]3[OH:38])[C:32]=2[N:33]=1, predict the reactants needed to synthesize it. The reactants are: [CH:1]1[CH:6]=[N+:5]([C@@H:7]2[O:11][C@H:10]([CH2:12][O:13][P:14]([O:17][P:18]([O:21][CH2:22][C@H:23]3[O:27][C@@H:26]([N:28]4[C:32]5[N:33]=[CH:34][N:35]=[C:36]([NH2:37])[C:31]=5[N:30]=[CH:29]4)[C@H:25]([OH:38])[C@@H:24]3[OH:39])([OH:20])=[O:19])([O-:16])=[O:15])[C@@H:9]([OH:40])[C@H:8]2[OH:41])[CH:4]=[C:3]([C:42]([NH2:44])=[O:43])[CH:2]=1.[Cl-].[K+].[O-]S([O-])(=O)=O.[Mg+2].C[C@@H]([C@@H]1[C@@]2(C)[C@@H](O)C[C@@H]3[C@@]4(C)CC[C@@H](O)C[C@H]4C[C@@H](O)[C@H]3[C@@H]2CC1)CCC(NCCS([O-])(=O)=O)=O.[Na+]. (6) Given the product [ClH:54].[F:43][C:44]1[CH:45]=[C:46]([NH:51][C:21]([NH:20][C@H:17]2[CH2:16][C@H:15]3[C@:11]([C:5]4[CH:6]=[CH:7][C:8]([O:9][CH3:10])=[C:3]([O:2][CH3:1])[CH:4]=4)([CH2:12][CH2:13][N:14]3[CH:38]([CH3:39])[CH3:55])[CH2:19][CH2:18]2)=[O:27])[CH:47]=[CH:48][C:49]=1[F:50], predict the reactants needed to synthesize it. The reactants are: [CH3:1][O:2][C:3]1[CH:4]=[C:5]([C@@:11]23[CH2:19][CH2:18][C@@H:17]([NH:20][C:21](=[O:27])OC(C)(C)C)[CH2:16][C@@H:15]2[NH:14][CH2:13][CH2:12]3)[CH:6]=[CH:7][C:8]=1[O:9][CH3:10].C(O[BH-](O[C:38](=O)[CH3:39])OC(=O)C)(=O)C.[Na+].[BH4-].[F:43][C:44]1[CH:45]=[C:46]([N:51]=C=O)[CH:47]=[CH:48][C:49]=1[F:50].[Cl:54][CH2:55]Cl.